Dataset: Forward reaction prediction with 1.9M reactions from USPTO patents (1976-2016). Task: Predict the product of the given reaction. (1) Given the reactants [Br:1][C:2]1[S:6][C:5]([Cl:7])=[C:4]([C:8](O)=O)[CH:3]=1.[C:11]1([C:17]2[S:18][CH:19]=[CH:20][CH:21]=2)[CH:16]=[CH:15][CH:14]=[CH:13][CH:12]=1, predict the reaction product. The product is: [Br:1][C:2]1[S:6][C:5]([Cl:7])=[C:4]([CH2:8][C:19]2[S:18][C:17]([C:11]3[CH:12]=[CH:13][CH:14]=[CH:15][CH:16]=3)=[CH:21][CH:20]=2)[CH:3]=1. (2) Given the reactants [F:1][C:2]1[CH:7]=[C:6](B2OC(C)(C)C(C)(C)O2)[CH:5]=[CH:4][C:3]=1[C:17]1[N:18]=[CH:19][C:20]([NH2:23])=[N:21][CH:22]=1.Br[C:25]1[CH:37]=[CH:36][C:35]([F:38])=[CH:34][C:26]=1[C:27]([NH:29][C:30]([CH3:33])([CH3:32])[CH3:31])=[O:28], predict the reaction product. The product is: [NH2:23][C:20]1[N:21]=[CH:22][C:17]([C:3]2[CH:4]=[CH:5][C:6]([C:25]3[C:26]([C:27]([NH:29][C:30]([CH3:33])([CH3:32])[CH3:31])=[O:28])=[CH:34][C:35]([F:38])=[CH:36][CH:37]=3)=[CH:7][C:2]=2[F:1])=[N:18][CH:19]=1.